Predict the reaction yield, written as a fraction of the theoretical maximum amount of product (1.0 means a 100% yield; for example, 0.34 means a 34% yield). From a dataset of Reaction yield outcomes from USPTO patents with 853,638 reactions. (1) The reactants are [CH3:1][C:2]1[C:6]([C:7]([NH2:9])=[O:8])=[C:5]([NH:10][C:11](=O)[CH2:12][CH:13]([CH3:15])[CH3:14])[S:4][N:3]=1. The catalyst is N. The product is [CH2:12]([C:11]1[NH:9][C:7](=[O:8])[C:6]2[C:2]([CH3:1])=[N:3][S:4][C:5]=2[N:10]=1)[CH:13]([CH3:15])[CH3:14]. The yield is 0.380. (2) The reactants are S(Cl)([Cl:4])(=O)=O.[Cl:6][C:7]1[CH:8]=[C:9]([C:13]2[O:17][N:16]=[C:15]([CH2:18][O:19][S:20]([CH3:23])(=[O:22])=[O:21])[CH:14]=2)[CH:10]=[CH:11][CH:12]=1. The catalyst is ClCCl. The product is [Cl:4][C:14]1[C:15]([CH2:18][O:19][S:20]([CH3:23])(=[O:22])=[O:21])=[N:16][O:17][C:13]=1[C:9]1[CH:10]=[CH:11][CH:12]=[C:7]([Cl:6])[CH:8]=1. The yield is 0.970.